This data is from Merck oncology drug combination screen with 23,052 pairs across 39 cell lines. The task is: Regression. Given two drug SMILES strings and cell line genomic features, predict the synergy score measuring deviation from expected non-interaction effect. (1) Synergy scores: synergy=10.9. Cell line: OV90. Drug 1: O=C(NOCC(O)CO)c1ccc(F)c(F)c1Nc1ccc(I)cc1F. Drug 2: Cn1cc(-c2cnn3c(N)c(Br)c(C4CCCNC4)nc23)cn1. (2) Drug 1: CC1(c2nc3c(C(N)=O)cccc3[nH]2)CCCN1. Drug 2: Cn1cc(-c2cnn3c(N)c(Br)c(C4CCCNC4)nc23)cn1. Cell line: RPMI7951. Synergy scores: synergy=-0.945. (3) Drug 1: CN1C(=O)C=CC2(C)C3CCC4(C)C(NC(=O)OCC(F)(F)F)CCC4C3CCC12. Drug 2: COC1=C2CC(C)CC(OC)C(O)C(C)C=C(C)C(OC(N)=O)C(OC)C=CC=C(C)C(=O)NC(=CC1=O)C2=O. Cell line: UACC62. Synergy scores: synergy=-8.48. (4) Drug 1: O=C(NOCC(O)CO)c1ccc(F)c(F)c1Nc1ccc(I)cc1F. Drug 2: CCc1cnn2c(NCc3ccc[n+]([O-])c3)cc(N3CCCCC3CCO)nc12. Cell line: EFM192B. Synergy scores: synergy=10.8. (5) Synergy scores: synergy=-9.14. Cell line: A2780. Drug 2: CC(C)CC(NC(=O)C(Cc1ccccc1)NC(=O)c1cnccn1)B(O)O. Drug 1: CN1C(=O)C=CC2(C)C3CCC4(C)C(NC(=O)OCC(F)(F)F)CCC4C3CCC12. (6) Drug 2: CNC(=O)c1cc(Oc2ccc(NC(=O)Nc3ccc(Cl)c(C(F)(F)F)c3)cc2)ccn1. Drug 1: Cn1nnc2c(C(N)=O)ncn2c1=O. Cell line: SKMEL30. Synergy scores: synergy=7.04. (7) Drug 1: N#Cc1ccc(Cn2cncc2CN2CCN(c3cccc(Cl)c3)C(=O)C2)cc1. Drug 2: CCN(CC)CCNC(=O)c1c(C)[nH]c(C=C2C(=O)Nc3ccc(F)cc32)c1C. Cell line: LNCAP. Synergy scores: synergy=3.87.